Dataset: Full USPTO retrosynthesis dataset with 1.9M reactions from patents (1976-2016). Task: Predict the reactants needed to synthesize the given product. Given the product [C:5]([C:4]1[C:3]2[C:2](=[CH:10][CH:9]=[CH:8][CH:7]=2)[NH:1][N:11]=1)#[N:6], predict the reactants needed to synthesize it. The reactants are: [NH2:1][C:2]1[CH:10]=[CH:9][CH:8]=[CH:7][C:3]=1[CH2:4][C:5]#[N:6].[N:11]([O-])=O.[Na+].